From a dataset of Experimentally validated miRNA-target interactions with 360,000+ pairs, plus equal number of negative samples. Binary Classification. Given a miRNA mature sequence and a target amino acid sequence, predict their likelihood of interaction. (1) The miRNA is mmu-miR-199a-5p with sequence CCCAGUGUUCAGACUACCUGUUC. The protein sequence of the target gene is MVPKADSGAFLLLFLLVLTVTEPLRPELRCNPGQFACHGGTIQCIPLPWQCDGWPTCEDKSDEADCPVTGEARPYGKETVDLRQGRARGGDPTHFHTVNVAQPVRFSSFLGKCPSGWHHYEGTASCYRVYLSGENYWDAAQTCQRVNGSLATFSTDQELRFVLAQEWDQPERSFGWKDQRKLWVGYQYVITGRNHSLEGRWEVAFKGSPEVFLPPDPIFASAMSENDNVFCAQLQCFHFPTLRHHDLHSWHAESCSEKSSFLCKRSQTCVDIKDNVVDEGFYFTPKGDDPCLSCTCHRGE.... Result: 0 (no interaction). (2) The miRNA is hsa-miR-4679 with sequence UCUGUGAUAGAGAUUCUUUGCU. The protein sequence of the target gene is MKSALFTRFFILLPWILIVIIMLDVDTRRPVPPLTPRPYFSPYAVGRGGARLPLRRGGPAHGTQKRNQSRPQPQPEPQLPTIYAITPTYSRPVQKAELTRLANTFRQVAQLHWILVEDAAARSELVSRFLARAGLPSTHLHVPTPRRYKRPGLPRATEQRNAGLAWLRQRHQHQRAQPGVLFFADDDNTYSLELFQEMRTTRKVSVWPVGLVGGRRYERPLVENGKVVGWYTGWRADRPFAIDMAGFAVSLQVILSNPKAVFKRRGSQPGMQESDFLKQITTVEELEPKANNCTKVLVWH.... Result: 0 (no interaction). (3) The miRNA is hsa-miR-3201 with sequence GGGAUAUGAAGAAAAAU. The protein sequence of the target gene is MEASWLETRWARPLHLALVFCLALVLMQAMKLYLRRQRLLRDLSPFPGPPAHWLLGHQKFLQEDNMETLDEIVKKHPCAFPCWVGPFQAFFYIYDPDYAKIFLSRTDPKMQYLHQLLTPCIGRGLLNLDGPRWFQHRCLLTPAFHQDILKPCVDTMAHSVKVMLDKWEKMWTTQETTIEVFEHINLMTLDIIMKCAFGQETNCQINGTYESYVKATFELGEIISSRLYNFWHHHDIIFKLSPKGHCFQELGKVIHQYTEKIIQDRKKILKNQVKQDDTQTSQIFLDIVLSAQAEDERAFS.... Result: 0 (no interaction). (4) Result: 1 (interaction). The protein sequence of the target gene is MMLIPTHHFRNIERKPEYLQPEKCVPPPYPGPVGTMWFIRDGCGIACAIVTWFLVLYAEFVVLFVMLIPSRDYVYSIINGIVFNLLAFLALASHCRAMLTDPGAVPKGNATKEFIESLQLKPGQVVYKCPKCCSIKPDRAHHCSVCKRCIRKMDHHCPWVNNCVGENNQKYFVLFTMYIALISLHALIMVGFHFLHCFEEDWTKCSSFSPPTTVILLILLCFEGLLFLIFTSVMFGTQVHSICTDETGIEQLKKEERRWAKKTKWMNMKAVFGHPFSLGWASPFATPDQGKADPYQYVV. The miRNA is hsa-miR-6127 with sequence UGAGGGAGUGGGUGGGAGG. (5) The miRNA is rno-miR-293-5p with sequence ACUCAAACUGUGUGACACUUU. The protein sequence of the target gene is MRKHRHLPLVAVFCLFLSGFPTTHAQQQQADVKNGAAADIIFLVDSSWTIGEEHFQLVREFLYDVVKSLAVGENDFHFALVQFNGNPHTEFLLNTYRTKQEVLSHISNMSYIGGTNQTGKGLEYIMQSHLTKAAGSRAGDGVPQVIVVLTDGHSKDGLALPSAELKSADVNVFAIGVEDADEGALKEIASEPLNMHMFNLENFTSLHDIVGNLVSCVHSSVSPERAGDTETLKDITAQDSADIIFLIDGSNNTGSVNFAVILDFLVNLLEKLPIGTQQIRVGVVQFSDEPRTMFSLDTYS.... Result: 0 (no interaction).